Dataset: Catalyst prediction with 721,799 reactions and 888 catalyst types from USPTO. Task: Predict which catalyst facilitates the given reaction. (1) Reactant: [NH2:1][C:2]1[CH:7]=[CH:6][C:5]([F:8])=[CH:4][C:3]=1[NH:9][C:10]([NH:12][C:13]1[C:18]([Cl:19])=[CH:17][CH:16]=[CH:15][C:14]=1[Cl:20])=S.CI. Product: [ClH:19].[Cl:20][C:14]1[CH:15]=[CH:16][CH:17]=[C:18]([Cl:19])[C:13]=1[NH:12][C:10]1[NH:9][C:3]2[CH:4]=[C:5]([F:8])[CH:6]=[CH:7][C:2]=2[N:1]=1. The catalyst class is: 8. (2) Reactant: [Cl:1][CH2:2][CH2:3][CH2:4][CH2:5][C:6]#[CH:7].C([Li])CCC.Cl[Si:14]([CH3:17])([CH3:16])[CH3:15]. Product: [Cl:1][CH2:2][CH2:3][CH2:4][CH2:5][C:6]#[C:7][Si:14]([CH3:17])([CH3:16])[CH3:15]. The catalyst class is: 28.